Dataset: Full USPTO retrosynthesis dataset with 1.9M reactions from patents (1976-2016). Task: Predict the reactants needed to synthesize the given product. Given the product [CH2:16]([O:15][C:13]([C:12]1[C:11]([CH3:18])=[N:1][C:2]2[C:3]([C:4]=1[NH2:5])=[CH:6][CH:7]=[CH:8][CH:9]=2)=[O:14])[CH3:17], predict the reactants needed to synthesize it. The reactants are: [NH2:1][C:2]1[CH:9]=[CH:8][CH:7]=[CH:6][C:3]=1[C:4]#[N:5].O=[C:11]([CH3:18])[CH2:12][C:13]([O:15][CH2:16][CH3:17])=[O:14].